Dataset: Catalyst prediction with 721,799 reactions and 888 catalyst types from USPTO. Task: Predict which catalyst facilitates the given reaction. Reactant: [F:1][C:2]([F:13])([F:12])[C:3]1[N:8]=[CH:7][C:6](B(O)O)=[CH:5][CH:4]=1.Br[C:15]1[CH:20]=[CH:19][N:18]=[C:17]([C:21]#[N:22])[CH:16]=1.C(=O)([O-])[O-].[K+].[K+].O. Product: [F:1][C:2]([F:13])([F:12])[C:3]1[N:8]=[CH:7][C:6]([C:15]2[CH:20]=[CH:19][N:18]=[C:17]([C:21]#[N:22])[CH:16]=2)=[CH:5][CH:4]=1. The catalyst class is: 128.